This data is from Full USPTO retrosynthesis dataset with 1.9M reactions from patents (1976-2016). The task is: Predict the reactants needed to synthesize the given product. (1) Given the product [CH:1]1([CH2:4][CH2:5][N:6]2[C:11](=[O:12])[C:10]([C:37]([NH:38][CH2:50][C:51]([OH:53])=[O:52])=[O:61])=[C:9]([OH:13])[N:8]=[C:7]2[C:14]2[C:19]([Cl:20])=[CH:18][CH:17]=[CH:16][C:15]=2[Cl:21])[CH2:3][CH2:2]1, predict the reactants needed to synthesize it. The reactants are: [CH:1]1([CH2:4][CH2:5][N:6]2[C:11](=[O:12])[CH:10]=[C:9]([OH:13])[N:8]=[C:7]2[C:14]2[C:19]([Cl:20])=[CH:18][CH:17]=[CH:16][C:15]=2[Cl:21])[CH2:3][CH2:2]1.C[Al](C)C.CCCCCC.Cl.C1(C[CH2:37][NH2:38])CC1.ClC1C=CC=C(Cl)C=1C#N.C(OCC)(=O)[CH2:50][C:51]([O:53]CC)=[O:52].C[O-:61].[Na+].CO.[OH-].[Na+]. (2) Given the product [ClH:10].[CH:1]1([N:4]2[CH2:9][CH2:8][N:7]([C:11]3[CH:20]=[CH:19][C:18]4[C:13](=[CH:14][CH:15]=[C:16]([N:21]5[CH:25]=[CH:24][CH:23]=[N:22]5)[CH:17]=4)[N:12]=3)[CH2:6][CH2:5]2)[CH2:3][CH2:2]1, predict the reactants needed to synthesize it. The reactants are: [CH:1]1([N:4]2[CH2:9][CH2:8][NH:7][CH2:6][CH2:5]2)[CH2:3][CH2:2]1.[Cl:10][C:11]1[CH:20]=[CH:19][C:18]2[C:13](=[CH:14][CH:15]=[C:16]([N:21]3[CH:25]=[CH:24][CH:23]=[N:22]3)[CH:17]=2)[N:12]=1. (3) Given the product [OH:45][C:39]([C:41]([F:44])([F:43])[F:42])=[O:40].[OH:45][C:39]([C:41]([F:44])([F:43])[F:42])=[O:40].[CH3:1][S:2]([NH:5][C:6](=[O:38])[C:7]1[CH:12]=[CH:11][CH:10]=[C:9]([C:13]2[NH:17][C:16]([C:26]3[CH:31]=[CH:30][CH:29]=[CH:28][CH:27]=3)=[N:15][C:14]=2[C:32]2[CH:33]=[CH:34][N:35]=[CH:36][CH:37]=2)[CH:8]=1)(=[O:3])=[O:4], predict the reactants needed to synthesize it. The reactants are: [CH3:1][S:2]([NH:5][C:6](=[O:38])[C:7]1[CH:12]=[CH:11][CH:10]=[C:9]([C:13]2[N:17](COCC[Si](C)(C)C)[C:16]([C:26]3[CH:31]=[CH:30][CH:29]=[CH:28][CH:27]=3)=[N:15][C:14]=2[C:32]2[CH:37]=[CH:36][N:35]=[CH:34][CH:33]=2)[CH:8]=1)(=[O:4])=[O:3].[C:39]([OH:45])([C:41]([F:44])([F:43])[F:42])=[O:40]. (4) Given the product [N:1]1[CH:6]=[CH:5][C:4]([NH:7][C:9](=[O:10])[O:11][C:12]2[CH:13]=[CH:14][C:15]([N+:18]([O-:20])=[O:19])=[CH:16][CH:17]=2)=[CH:3][CH:2]=1, predict the reactants needed to synthesize it. The reactants are: [N:1]1[CH:6]=[CH:5][C:4]([NH2:7])=[CH:3][CH:2]=1.Cl[C:9]([O:11][C:12]1[CH:17]=[CH:16][C:15]([N+:18]([O-:20])=[O:19])=[CH:14][CH:13]=1)=[O:10]. (5) Given the product [CH2:13]([N:20]1[C:9]2[CH2:8][CH2:7][N:6]([CH3:4])[CH2:11][C:10]=2[C:28]([C:24]2[CH:25]=[CH:26][CH:27]=[C:22]([Cl:21])[CH:23]=2)=[CH:29]1)[C:14]1[CH:19]=[CH:18][CH:17]=[CH:16][CH:15]=1, predict the reactants needed to synthesize it. The reactants are: C(O[C:4]([N:6]1[CH2:11][CH2:10][C:9](=O)[CH2:8][CH2:7]1)=O)C.[CH2:13]([NH2:20])[C:14]1[CH:19]=[CH:18][CH:17]=[CH:16][CH:15]=1.[Cl:21][C:22]1[CH:27]=[CH:26][CH:25]=[C:24]([CH:28]=[CH:29][N+]([O-])=O)[CH:23]=1.N. (6) Given the product [C:34]1([C:37]2[CH:38]=[CH:39][CH:40]=[CH:41][CH:42]=2)[CH:33]=[CH:32][C:31]([N:30]([C:27]2[CH:28]=[CH:29][C:24]([C:20]([CH3:23])([CH3:21])[CH3:22])=[CH:25][CH:26]=2)[C:2]2[CH:3]=[CH:4][C:5]3[CH:6]=[CH:7][C:8]4[C:17]([C:18]=3[CH:19]=2)=[CH:16][CH:15]=[C:14]2[C:9]=4[CH:10]=[CH:11][CH:12]=[CH:13]2)=[CH:36][CH:35]=1, predict the reactants needed to synthesize it. The reactants are: Br[C:2]1[CH:3]=[CH:4][C:5]2[CH:6]=[CH:7][C:8]3[C:17]([C:18]=2[CH:19]=1)=[CH:16][CH:15]=[C:14]1[C:9]=3[CH:10]=[CH:11][CH:12]=[CH:13]1.[C:20]([C:24]1[CH:29]=[CH:28][C:27]([NH:30][C:31]2[CH:36]=[CH:35][C:34]([C:37]3[CH:42]=[CH:41][CH:40]=[CH:39][CH:38]=3)=[CH:33][CH:32]=2)=[CH:26][CH:25]=1)([CH3:23])([CH3:22])[CH3:21].C(P(C(C)(C)C)C(C)(C)C)(C)(C)C.CC(C)([O-])C.[Na+]. (7) Given the product [ClH:15].[Cl:15][C:9]1[C:8]([C:16]2[CH:21]=[CH:20][CH:19]=[CH:18][C:17]=2[Cl:22])=[C:7]2[C:12]([CH2:13][CH2:14][C@H:5]([CH2:4][NH2:1])[O:6]2)=[CH:11][CH:10]=1, predict the reactants needed to synthesize it. The reactants are: [N:1]([CH2:4][C@H:5]1[CH2:14][CH2:13][C:12]2[C:7](=[C:8]([C:16]3[CH:21]=[CH:20][CH:19]=[CH:18][C:17]=3[Cl:22])[C:9]([Cl:15])=[CH:10][CH:11]=2)[O:6]1)=[N+]=[N-].C1(P(C2C=CC=CC=2)C2C=CC=CC=2)C=CC=CC=1. (8) Given the product [Si:32]([O:39][CH2:40][CH2:41][N:42]([CH:43]1[CH2:48][CH2:47][O:46][CH2:45][CH2:44]1)[C:29]([C:10]1[C:9]([O:8][CH2:1][C:2]2[CH:3]=[CH:4][CH:5]=[CH:6][CH:7]=2)=[C:14]([OH:15])[N:13]=[C:12]([CH2:16][C:17]2([C:22]3[CH:27]=[CH:26][C:25]([Cl:28])=[CH:24][CH:23]=3)[CH2:21][CH2:20][CH2:19][CH2:18]2)[N:11]=1)=[O:31])([C:35]([CH3:38])([CH3:37])[CH3:36])([CH3:34])[CH3:33], predict the reactants needed to synthesize it. The reactants are: [CH2:1]([O:8][C:9]1[C:10]([C:29]([OH:31])=O)=[N:11][C:12]([CH2:16][C:17]2([C:22]3[CH:27]=[CH:26][C:25]([Cl:28])=[CH:24][CH:23]=3)[CH2:21][CH2:20][CH2:19][CH2:18]2)=[N:13][C:14]=1[OH:15])[C:2]1[CH:7]=[CH:6][CH:5]=[CH:4][CH:3]=1.[Si:32]([O:39][CH2:40][CH2:41][NH:42][CH:43]1[CH2:48][CH2:47][O:46][CH2:45][CH2:44]1)([C:35]([CH3:38])([CH3:37])[CH3:36])([CH3:34])[CH3:33].CN(C(ON1N=NC2C=CC=NC1=2)=[N+](C)C)C.F[P-](F)(F)(F)(F)F.C(N(CC)C(C)C)(C)C. (9) Given the product [I:16][C:7]1[C:2](=[O:1])[NH:3][CH:4]=[N:5][C:6]=1[CH3:8], predict the reactants needed to synthesize it. The reactants are: [OH:1][C:2]1[CH:7]=[C:6]([CH3:8])[N:5]=[CH:4][N:3]=1.C1C(=O)N([I:16])C(=O)C1. (10) Given the product [CH3:3][N:4]1[CH:11]([CH3:12])[CH2:10][CH2:9][C@H:5]1[C:6]([O:8][CH3:13])=[O:7], predict the reactants needed to synthesize it. The reactants are: [H][H].[CH3:3][N:4]1[CH:11]([CH3:12])[CH2:10][CH2:9][C@H:5]1[C:6]([OH:8])=[O:7].[CH3:13]C1(C)N[C@H](C(O)=O)CC1.S(Cl)(Cl)=O.CN1CCOCC1.C(OC(OC(OC(C)(C)C)=O)=O)(C)(C)C.